From a dataset of Experimentally validated miRNA-target interactions with 360,000+ pairs, plus equal number of negative samples. Binary Classification. Given a miRNA mature sequence and a target amino acid sequence, predict their likelihood of interaction. (1) The miRNA is hsa-miR-33a-5p with sequence GUGCAUUGUAGUUGCAUUGCA. Result: 0 (no interaction). The protein sequence of the target gene is MLCVAGAKLKRELDATATVLANRQDESEQSRKRLIEQSREFKKNTPEDLRKQVAPLLKSFQGEIDALSKRSKEAEAAFLTVYKRLIDVPDPVPALDVGQQLEIKVQRLHDIETENQKLRETLEEYNKEFAEVKNQEVTIKALKEKIREYEQTLKSQAETIALEKEQKLQNDFAEKERKLQETQMSTTSKLEEAEHKLQTLQTALEKTRTELFDLKTKYDEETTAKADEIEMIMTDLERANQRAEVAQREAETLREQLSSANHSLQLASQIQKAPDVAIEVLTRSSLEVELAAKEREIAQL.... (2) The miRNA is hsa-miR-637 with sequence ACUGGGGGCUUUCGGGCUCUGCGU. The protein sequence of the target gene is MEGRPPPEGRPPPRPRTGRAPRGRRRAVFAAVLHWSHITHLFENDRHFSHLSTLEREMAFRTEMGLYYSYFKTIVEAPSFLNGVWMIMNDKLTEYPLVINTLKRFNLYPEVILASWYRIYTKIMDLIGIQTKICWTVTRGEGLSPIESCEGLGDPACFYVAVIFILNGLMMALFFIYGTYLSGSRLGGLVTVLCFFFNHGECTRVMWTPPLRESFSYPFLVLQMLLVTHILRATKLYRGSLIALCISNVFFMLPWQFAQFVLLTQIASLFAVYVVGYIDICKLRKIIYIHMISLALCFVL.... Result: 1 (interaction). (3) The miRNA is mmu-miR-1950 with sequence UCUGCAUCUAAGGAUAUGGUCA. The protein sequence of the target gene is MEKPRGTEEAPSSEPMEEEEEDDLDLFGGYDSFRSYNSSAGSESSSYLEESSEAENEDREAGELPTSPLHLFSSANNRSLDGSGSEPAVCEMCGIVGTREAFFSKTKRFCSVSCSRSYSSNSKKASILARLQGKPPTKKAKVLHKAAWSAKIGAFLHAQGTGQLADGTPTGQDALVLGFDWGKFLKDHSYKAAPVSCFKHVPLYDQWEDVMKGMKVEVLNSDAVLPSRVYWIATVIQAAGYRVLLRYEGFENDASHDFWCNLGTVDVHPIGWCAINSKILVPPRTIHAKFTDWKSYLMKR.... Result: 0 (no interaction). (4) The miRNA is hsa-miR-6732-3p with sequence UAACCCUGUCCUCUCCCUCCCAG. The protein sequence of the target gene is MPHSVTLRGPSPWGFRLVGGRDFSAPLTISRVHAGSKAALAALCPGDLIQAINGESTELMTHLEAQNRIKGCHDHLTLSVSRPEGRSWPSAPDDSKAQAHRIHIDPEIQDGSPTTSRRPSGTGTGPEDGRPSLGSPYGQPPRFPVPHNGSSEATLPAQMSTLHVSPPPSADPARGLPRSRDCRVDLGSEVYRMLREPAEPVAAEPKQSGSFRYLQGMLEAGEGGDWPGPGGPRNLKPTASKLGAPLSGLQGLPECTRCGHGIVGTIVKARDKLYHPECFMCSDCGLNLKQRGYFFLDERL.... Result: 0 (no interaction). (5) The miRNA is hsa-miR-3945 with sequence AGGGCAUAGGAGAGGGUUGAUAU. The protein sequence of the target gene is MRAKWRKKRMRRLKRKRRKMRQRSK. Result: 1 (interaction).